This data is from Full USPTO retrosynthesis dataset with 1.9M reactions from patents (1976-2016). The task is: Predict the reactants needed to synthesize the given product. (1) Given the product [CH:1]1([CH2:4][N:5]2[CH2:11][CH2:10][C:9]3[CH:12]=[CH:13][C:14]([O:16][C:17]4[CH:30]=[CH:29][C:28]([I:31])=[CH:27][CH:26]=4)=[CH:15][C:8]=3[CH2:7][CH2:6]2)[CH2:3][CH2:2]1, predict the reactants needed to synthesize it. The reactants are: [CH:1]1([CH2:4][N:5]2[CH2:11][CH2:10][C:9]3[CH:12]=[CH:13][C:14]([O:16][CH2:17]C4CCNCC4)=[CH:15][C:8]=3[CH2:7][CH2:6]2)[CH2:3][CH2:2]1.FC1[CH:30]=[CH:29][C:28]([I:31])=[CH:27][CH:26]=1.C(=O)([O-])[O-].[Cs+].[Cs+]. (2) Given the product [OH:1][C:2]1[C:7]([O:8][CH3:9])=[CH:6][C:5]([C:10]2[CH:15]=[CH:14][C:13]([OH:16])=[C:12]([C:17]3([CH3:23])[CH2:22][CH2:21][CH2:20][CH2:19][CH2:18]3)[CH:11]=2)=[CH:4][C:3]=1[CH2:24][CH:25]1[S:29][C:28]([N:32]2[CH2:36][CH2:35][CH2:34][CH2:33]2)=[N:27][C:26]1=[O:31], predict the reactants needed to synthesize it. The reactants are: [OH:1][C:2]1[C:7]([O:8][CH3:9])=[CH:6][C:5]([C:10]2[CH:15]=[CH:14][C:13]([OH:16])=[C:12]([C:17]3([CH3:23])[CH2:22][CH2:21][CH2:20][CH2:19][CH2:18]3)[CH:11]=2)=[CH:4][C:3]=1[CH2:24][CH:25]1[S:29][C:28](=S)[NH:27][C:26]1=[O:31].[NH:32]1[CH2:36][CH2:35][CH2:34][CH2:33]1. (3) Given the product [C:1]([C:4]1[C:22](=[O:23])[C@@:8]2([CH3:24])[C:9]3[C:15]([OH:16])=[CH:14][C:13]([O:17][CH3:18])=[C:12]([C:19]([NH:21][CH2:38][C:32]4[C:33]5[C:28](=[C:27]([F:26])[CH:36]=[C:35]([F:37])[CH:34]=5)[CH:29]=[CH:30][C:31]=4[CH3:40])=[O:20])[C:10]=3[O:11][C:7]2=[CH:6][C:5]=1[OH:25])(=[O:3])[CH3:2], predict the reactants needed to synthesize it. The reactants are: [C:1]([C:4]1[C:22](=[O:23])[C@@:8]2([CH3:24])[C:9]3[C:15]([OH:16])=[CH:14][C:13]([O:17][CH3:18])=[C:12]([C:19]([NH2:21])=[O:20])[C:10]=3[O:11][C:7]2=[CH:6][C:5]=1[OH:25])(=[O:3])[CH3:2].[F:26][C:27]1[CH:36]=[C:35]([F:37])[CH:34]=[C:33]2[C:28]=1[CH:29]=[CH:30][C:31]([CH3:40])=[C:32]2[CH:38]=O.C([SiH](CC)CC)C.FC(F)(F)C(O)=O. (4) Given the product [Si:10]([O:9][C:4]1([CH2:1]/[CH:2]=[N:37]/[S:35]([C:32]([CH3:34])([CH3:33])[CH3:31])=[O:36])[CH2:5][CH:6]([CH3:8])[CH2:7]1)([C:13]([CH3:14])([CH3:15])[CH3:16])([CH3:11])[CH3:12], predict the reactants needed to synthesize it. The reactants are: [CH2:1]([C:4]1([O:9][Si:10]([C:13]([CH3:16])([CH3:15])[CH3:14])([CH3:12])[CH3:11])[CH2:7][CH:6]([CH3:8])[CH2:5]1)[CH:2]=C.C[N+]1([O-])CCOCC1.I([O-])(=O)(=O)=O.[Na+].[CH3:31][C:32]([S@:35]([NH2:37])=[O:36])([CH3:34])[CH3:33].